Dataset: Forward reaction prediction with 1.9M reactions from USPTO patents (1976-2016). Task: Predict the product of the given reaction. (1) Given the reactants [N+:1]([C:4]1[CH:5]=[C:6]2[C:10](=[CH:11][CH:12]=1)[NH:9][N:8]=[CH:7]2)([O-:3])=[O:2].C([O-])([O-])=O.[K+].[K+].Br[CH2:20][C:21]1[CH:26]=[CH:25][CH:24]=[CH:23][N:22]=1.O, predict the reaction product. The product is: [N+:1]([C:4]1[CH:5]=[C:6]2[C:10](=[CH:11][CH:12]=1)[N:9]([CH2:20][C:21]1[CH:26]=[CH:25][CH:24]=[CH:23][N:22]=1)[N:8]=[CH:7]2)([O-:3])=[O:2].[N+:1]([C:4]1[CH:5]=[C:6]2[C:10](=[CH:11][CH:12]=1)[NH:9][N:8]([CH2:20][C:21]1[CH:26]=[CH:25][CH:24]=[CH:23][N:22]=1)[CH2:7]2)([O-:3])=[O:2]. (2) Given the reactants [F:1][C:2]1[C:10]([O:11][C:12]2[C:21]3[C:16](=[CH:17][C:18]([O:24][CH2:25][C@@H:26]4[CH2:30][CH2:29][CH2:28][NH:27]4)=[C:19]([O:22][CH3:23])[CH:20]=3)[N:15]=[CH:14][N:13]=2)=[CH:9][CH:8]=[C:7]2[C:3]=1[CH:4]=[C:5]([CH3:31])[NH:6]2.[C:32](Cl)(=[O:34])[CH3:33], predict the reaction product. The product is: [C:32]([N:27]1[CH2:28][CH2:29][CH2:30][C@H:26]1[CH2:25][O:24][C:18]1[CH:17]=[C:16]2[C:21]([C:12]([O:11][C:10]3[C:2]([F:1])=[C:3]4[C:7](=[CH:8][CH:9]=3)[NH:6][C:5]([CH3:31])=[CH:4]4)=[N:13][CH:14]=[N:15]2)=[CH:20][C:19]=1[O:22][CH3:23])(=[O:34])[CH3:33]. (3) The product is: [CH3:11][O:12][CH2:2][C:3]1[CH:4]=[C:5]([CH:8]=[CH:9][CH:10]=1)[CH:6]=[O:7]. Given the reactants Br[CH2:2][C:3]1[CH:4]=[C:5]([CH:8]=[CH:9][CH:10]=1)[CH:6]=[O:7].[CH3:11][O:12][Na], predict the reaction product.